This data is from Experimentally validated miRNA-target interactions with 360,000+ pairs, plus equal number of negative samples. The task is: Binary Classification. Given a miRNA mature sequence and a target amino acid sequence, predict their likelihood of interaction. (1) The miRNA is hsa-miR-129-1-3p with sequence AAGCCCUUACCCCAAAAAGUAU. The protein sequence of the target gene is MATTRYEPVAEIGVGAYGTVYKARDPHSGHFVALKSVRVPNGGAAGGGLPVSTVREVALLRRLEAFEHPNVVRLMDVCATSRTDRDIKVTLVFEHIDQDLRTYLDKAPPPGLPVETIKDLMRQFLSGLDFLHANCIVHRDLKPENILVTSNGTVKLADFGLARIYSYQMALTPVVVTLWYRAPEVLLQSTYATPVDMWSVGCIFAEMFRRKPLFCGNSEADQLGKIFDLIGLPPEDDWPREVSLPRGAFSPRGPRPVQSVVPEMEESGAQLLLEMLTFNPLKRISAFRALQHSYLHKEES.... Result: 0 (no interaction). (2) The miRNA is bta-miR-93 with sequence CAAAGUGCUGUUCGUGCAGGUA. The protein sequence of the target gene is MPVINIEDLTEKDKLKMEVDQLKKEVTLERMMVSKCCEEVRDYIEERSGEDPLVKGIPEDKNPFKELKGGCVIS. Result: 0 (no interaction). (3) The miRNA is hsa-miR-214-3p with sequence ACAGCAGGCACAGACAGGCAGU. The protein sequence of the target gene is MSKKPPNRPGITFEIGARLEALDYLQKWYPSRIEKIDYEEGKMLVHFERWSHRYDEWIYWDSNRLRPLERPALRKEGLKDEEELFDFKAGEEVLARWTDCRYYPAKIEAINKEGTFTVQFYDGVIRCLKRMHIKAMPEDAKGQVKSQHPLSWCCPIDPAGSCNQSMGSEDWIALVKAAAAAAAKNKTGTKPRASANSNKEKERDGGKWFKLPSKKAETSTCIVTAEIEKKEELPTSSETFGLHIDTVPKIVFPQPESTLTNKRKNNQGNSFQAKRARLNKITGLLASKAVGVDGAERKED.... Result: 0 (no interaction). (4) The miRNA is hsa-miR-3135a with sequence UGCCUAGGCUGAGACUGCAGUG. The protein sequence of the target gene is MGESIPLAAPVPVEQAVLETFFSHLGIFSYDKAKDNVEKEREANKSAGGSWLSLLAALAHLAAAEKVYHSLTYLGQKLGGQSFFSRKDSIRTIYTSLHNELKKVVAGRGAPGGTAPHVEELLPHLSEQLCFFVQARMEIADFYEKMYALSTQKFINTEELVSTLDTILRKYSSRFHHPILSPLESSFQLEVGVLSHLLKAQAQISEWKFLPSLVTLHNAHTKLQSWGQTFEKQRETKKHLFGGQSQKAVQPPHLFLWLMKLKTMLLAKFSFYFHEALSRQTTASEMKALTAKANPDLFGK.... Result: 0 (no interaction). (5) The miRNA is hsa-miR-587 with sequence UUUCCAUAGGUGAUGAGUCAC. The protein sequence of the target gene is MEAFQELRKPSARLECDHCSFRGTDYENVQIHMGTIHPEFCDEMDAGGLGKMIFYQKSAKLFHCHKCFFTSKMYSNVYYHITSKHASPDKWNDKPKNQLNKETDPVKSPPLPEHQKIPCNSAEPKSIPALSMETQKLGSVLSPESPKPTPLTPLEPQKPGSVVSPELQTPLPSPEPSKPASVSSPEPPKSVPVCESQKLAPVPSPEPQKPAPVSPESVKATLSNPKPQKQSHFPETLGPPSASSPESPVLAASPEPWGPSPAASPESRKSARTTSPEPRKPSPSESPEPWKPFPAVSPEP.... Result: 0 (no interaction). (6) The miRNA is hsa-miR-4704-5p with sequence GACACUAGGCAUGUGAGUGAUU. The protein sequence of the target gene is MLCRAACSTGRRLGPVAGAAGSRHKHSLPDLPYDYGALEPHINAQIMQLHHSKHHAAYVNNLNATEEKYHEALAKGDVTTQVALQPALKFNGGGHINHTIFWTNLSPKGGGEPKGELLEAIKRDFGSFEKFKEKLTAVSVGVQGSGWGWLGFNKEQGRLQIAACSNQDPLQGTTGLIPLLGIDVWEHAYYLQYKNVRPDYLKAIWNVINWENVTERYTACKK. Result: 0 (no interaction). (7) Result: 0 (no interaction). The miRNA is hsa-miR-4293 with sequence CAGCCUGACAGGAACAG. The protein sequence of the target gene is MAATMFRATLRGWRTGVQRGCGLRLLSQTQGPPDYPRFVESVDEYQFVERLLPATRIPDPPKHEHYPTPSGWQPPRDPPPNLPYFVRRSRMHNIPVYKDITHGNRQMTVIRKVEGDIWALQKDVEDFLSPLLGKTPVTQVNEVTGTLRIKGYFDQELKAWLLEKGF.